Dataset: Forward reaction prediction with 1.9M reactions from USPTO patents (1976-2016). Task: Predict the product of the given reaction. (1) Given the reactants Br[C:2]1[C:14]2[C:13]3[C:8](=[CH:9][C:10]([C:15]([OH:18])([CH3:17])[CH3:16])=[CH:11][CH:12]=3)[NH:7][C:6]=2[C:5]([C:19]([NH2:21])=[O:20])=[CH:4][C:3]=1[F:22].[F:23][C:24]1[CH:25]=[CH:26][CH:27]=[C:28]2[C:33]=1[NH:32][C:31](=[O:34])[N:30]([C:35]1[CH:40]=[CH:39][CH:38]=[C:37](B3OC(C)(C)C(C)(C)O3)[C:36]=1[CH3:50])[C:29]2=[O:51].C([O-])([O-])=O.[Cs+].[Cs+], predict the reaction product. The product is: [F:22][C:3]1[CH:4]=[C:5]([C:19]([NH2:21])=[O:20])[C:6]2[NH:7][C:8]3[C:13]([C:14]=2[C:2]=1[C:37]1[CH:38]=[CH:39][CH:40]=[C:35]([N:30]2[C:29](=[O:51])[C:28]4[C:33](=[C:24]([F:23])[CH:25]=[CH:26][CH:27]=4)[NH:32][C:31]2=[O:34])[C:36]=1[CH3:50])=[CH:12][CH:11]=[C:10]([C:15]([OH:18])([CH3:17])[CH3:16])[CH:9]=3. (2) The product is: [Br:1][C:2]1[CH:7]=[C:6]([F:8])[C:5]([C:9]2[C:18]([Cl:19])=[N:17][C:12]3=[N:13][CH:14]=[CH:15][N:16]=[C:11]3[C:10]=2[NH:26][CH:22]([CH2:24][CH3:25])[CH3:23])=[C:4]([F:21])[CH:3]=1. Given the reactants [Br:1][C:2]1[CH:7]=[C:6]([F:8])[C:5]([C:9]2[C:18]([Cl:19])=[N:17][C:12]3=[N:13][CH:14]=[CH:15][N:16]=[C:11]3[C:10]=2Cl)=[C:4]([F:21])[CH:3]=1.[CH:22]([NH2:26])([CH2:24][CH3:25])[CH3:23], predict the reaction product. (3) Given the reactants [C:1](Cl)(=[O:4])[CH:2]=[CH2:3].[CH3:6][O:7][C:8]1[C:13]([NH:14][C:15]2[N:20]=[C:19]([C:21]3[CH:22]=[N:23][N:24]4[CH:29]=[CH:28][CH:27]=[CH:26][C:25]=34)[C:18]([CH3:30])=[CH:17][N:16]=2)=[CH:12][C:11]([NH2:31])=[C:10]([C:32]2[CH2:33][CH2:34][N:35]([CH3:38])[CH2:36][CH:37]=2)[CH:9]=1.CCN(C(C)C)C(C)C, predict the reaction product. The product is: [CH3:6][O:7][C:8]1[C:13]([NH:14][C:15]2[N:20]=[C:19]([C:21]3[CH:22]=[N:23][N:24]4[CH:29]=[CH:28][CH:27]=[CH:26][C:25]=34)[C:18]([CH3:30])=[CH:17][N:16]=2)=[CH:12][C:11]([NH:31][C:1](=[O:4])[CH:2]=[CH2:3])=[C:10]([C:32]2[CH2:33][CH2:34][N:35]([CH3:38])[CH2:36][CH:37]=2)[CH:9]=1. (4) The product is: [NH2:19][C:20]1[N:21]=[CH:22][N:23]=[C:24]([O:12][C:8]2[CH:9]=[C:10]([CH3:11])[C:5]3[CH:4]([CH2:13][C:14]([O:16][CH2:17][CH3:18])=[O:15])[O:3][B:2]([OH:1])[C:6]=3[CH:7]=2)[CH:25]=1. Given the reactants [OH:1][B:2]1[C:6]2[CH:7]=[C:8]([OH:12])[CH:9]=[C:10]([CH3:11])[C:5]=2[CH:4]([CH2:13][C:14]([O:16][CH2:17][CH3:18])=[O:15])[O:3]1.[NH2:19][C:20]1[CH:25]=[C:24](Cl)[N:23]=[CH:22][N:21]=1.C([O-])([O-])=O.[Cs+].[Cs+], predict the reaction product. (5) Given the reactants [Cl:1][C:2]1[C:11]([Cl:12])=[CH:10][C:5]([C:6]([O:8][CH3:9])=[O:7])=[C:4]([CH:13]=O)[CH:3]=1.C1(P(=[CH:34][C:35]#[N:36])(C2C=CC=CC=2)C2C=CC=CC=2)C=CC=CC=1, predict the reaction product. The product is: [Cl:1][C:2]1[C:11]([Cl:12])=[CH:10][C:5]([C:6]([O:8][CH3:9])=[O:7])=[C:4](/[CH:13]=[CH:34]/[C:35]#[N:36])[CH:3]=1.